This data is from Forward reaction prediction with 1.9M reactions from USPTO patents (1976-2016). The task is: Predict the product of the given reaction. (1) Given the reactants [CH2:1]([N:8]1[C:16]2[C:11](=[CH:12][C:13]([N+:17]([O-])=O)=[CH:14][CH:15]=2)[CH:10]=[CH:9]1)[C:2]1[CH:7]=[CH:6][CH:5]=[CH:4][CH:3]=1.C([O-])=O.[NH4+].[S:24](Cl)([CH3:27])(=[O:26])=[O:25].C(N(CC)CC)C.Cl, predict the reaction product. The product is: [CH2:1]([N:8]1[C:16]2[C:11](=[CH:12][C:13]([NH:17][S:24]([CH3:27])(=[O:26])=[O:25])=[CH:14][CH:15]=2)[CH:10]=[CH:9]1)[C:2]1[CH:7]=[CH:6][CH:5]=[CH:4][CH:3]=1. (2) Given the reactants NC1C=CC(OC2C=C3C(=CC=2)OC(C2C=CC=CC=2)CC3)=NC=1.[F:25][C:26]1[CH:31]=[C:30]([F:32])[CH:29]=[CH:28][C:27]=1[CH:33]1[CH2:42][CH2:41][C:40]2[C:35](=[CH:36][CH:37]=[C:38]([O:43][C:44]3[CH:49]=[CH:48][C:47]([N+:50]([O-])=O)=[CH:46][N:45]=3)[CH:39]=2)[O:34]1, predict the reaction product. The product is: [F:25][C:26]1[CH:31]=[C:30]([F:32])[CH:29]=[CH:28][C:27]=1[CH:33]1[CH2:42][CH2:41][C:40]2[C:35](=[CH:36][CH:37]=[C:38]([O:43][C:44]3[N:45]=[CH:46][C:47]([NH2:50])=[CH:48][CH:49]=3)[CH:39]=2)[O:34]1. (3) Given the reactants Cl[CH2:2][C:3](=[N:21][O:22][CH3:23])[CH2:4][N:5]1[C:13]2[C:8](=[CH:9][C:10]([N:14]=[C:15]([N:17]([CH3:19])[CH3:18])[CH3:16])=[CH:11][CH:12]=2)[CH:7]=[C:6]1[CH3:20].[CH3:24][O:25][C:26]1[CH:32]=[CH:31][C:29](N)=[CH:28][CH:27]=1.C([O-])([O-])=[O:34].[Na+].[Na+].O, predict the reaction product. The product is: [CH3:23][O:22][N:21]=[C:3]([CH2:2][O:34][C:29]1[CH:31]=[CH:32][C:26]([O:25][CH3:24])=[CH:27][CH:28]=1)[CH2:4][N:5]1[C:13]2[C:8](=[CH:9][C:10]([N:14]=[C:15]([N:17]([CH3:19])[CH3:18])[CH3:16])=[CH:11][CH:12]=2)[CH:7]=[C:6]1[CH3:20]. (4) Given the reactants ClC1C=CC(C(O[NH:9][C:10](=[O:16])[O:11][C:12]([CH3:15])([CH3:14])[CH3:13])=O)=CC=1.[C:19]([C:22]1[CH:29]=[C:28]([Cl:30])[C:25]([C:26]#[N:27])=[C:24]([CH:31]=[CH2:32])[C:23]=1[O:33][CH2:34][CH3:35])(=[O:21])[CH3:20].C(=O)([O-:38])N, predict the reaction product. The product is: [C:12]([O:11][C:10](=[O:16])[NH:9][CH2:32][CH:31]([C:24]1[C:25]([C:26]#[N:27])=[C:28]([Cl:30])[CH:29]=[C:22]([C:19](=[O:21])[CH3:20])[C:23]=1[O:33][CH2:34][CH3:35])[OH:38])([CH3:15])([CH3:14])[CH3:13]. (5) Given the reactants [C:1]([C:4]1[CH:5]=[CH:6][C:7]([OH:32])=[C:8]([S:10]([NH:13][CH2:14][CH2:15][C:16]2[CH:28]=[CH:27][C:26]([CH:29]([CH3:31])[CH3:30])=[CH:25][C:17]=2[O:18][CH2:19][C:20]([O:22]CC)=[O:21])(=[O:12])=[O:11])[CH:9]=1)(=[NH:3])[NH2:2], predict the reaction product. The product is: [C:1]([C:4]1[CH:5]=[CH:6][C:7]([OH:32])=[C:8]([S:10]([NH:13][CH2:14][CH2:15][C:16]2[CH:28]=[CH:27][C:26]([CH:29]([CH3:30])[CH3:31])=[CH:25][C:17]=2[O:18][CH2:19][C:20]([OH:22])=[O:21])(=[O:11])=[O:12])[CH:9]=1)(=[NH:2])[NH2:3]. (6) Given the reactants [Br-:1].[Br-].C1([PH+](C2C=CC=CC=2)C2C=CC=CC=2)C=CC=CC=1.C1([PH+](C2C=CC=CC=2)C2C=CC=CC=2)C=CC=CC=1.[Cl:41][C:42]1[CH:47]=[CH:46][CH:45]=[CH:44][C:43]=1[N:48]1[C:52]([CH2:53]O)=[CH:51][C:50]([C:55]([F:58])([F:57])[F:56])=[N:49]1, predict the reaction product. The product is: [Br:1][CH2:53][C:52]1[N:48]([C:43]2[CH:44]=[CH:45][CH:46]=[CH:47][C:42]=2[Cl:41])[N:49]=[C:50]([C:55]([F:58])([F:57])[F:56])[CH:51]=1. (7) Given the reactants [C:1]([O:5][C:6](=[O:32])[NH:7][CH2:8][C:9]1[CH:14]=[CH:13][C:12]([C:15]2[N:19]([C:20]3[CH:25]=[CH:24][C:23]([O:26][CH3:27])=[CH:22][CH:21]=3)[N:18]=[C:17]([C:28](O)([CH3:30])[CH3:29])[CH:16]=2)=[CH:11][CH:10]=1)([CH3:4])([CH3:3])[CH3:2].CS(Cl)(=O)=O, predict the reaction product. The product is: [C:28]([C:17]1[CH:16]=[C:15]([C:12]2[CH:11]=[CH:10][C:9]([CH2:8][NH:7][C:6](=[O:32])[O:5][C:1]([CH3:4])([CH3:3])[CH3:2])=[CH:14][CH:13]=2)[N:19]([C:20]2[CH:25]=[CH:24][C:23]([O:26][CH3:27])=[CH:22][CH:21]=2)[N:18]=1)([CH3:30])=[CH2:29]. (8) Given the reactants [NH:1]1[CH2:6][CH2:5][O:4][CH2:3][CH2:2]1.[Cl:7][C:8]1[N:16]=[C:15]2[C:11]([NH:12][CH:13]=[N:14]2)=[C:10](Cl)[N:9]=1, predict the reaction product. The product is: [Cl:7][C:8]1[N:16]=[C:15]2[C:11]([N:12]=[CH:13][NH:14]2)=[C:10]([N:1]2[CH2:6][CH2:5][O:4][CH2:3][CH2:2]2)[N:9]=1.